From a dataset of Full USPTO retrosynthesis dataset with 1.9M reactions from patents (1976-2016). Predict the reactants needed to synthesize the given product. (1) Given the product [OH:26][CH2:25][CH2:24][N:19]1[CH:20]=[CH:21][C:16]([N:3]2[CH:4]=[C:5]([C:7]#[C:8][C:9]3[CH:10]=[C:11]([CH3:15])[CH:12]=[CH:13][CH:14]=3)[N:6]=[C:2]2[CH3:1])=[CH:17][C:18]1=[O:22], predict the reactants needed to synthesize it. The reactants are: [CH3:1][C:2]1[N:3]([C:16]2[CH:21]=[CH:20][NH:19][C:18](=[O:22])[CH:17]=2)[CH:4]=[C:5]([C:7]#[C:8][C:9]2[CH:10]=[C:11]([CH3:15])[CH:12]=[CH:13][CH:14]=2)[N:6]=1.I[CH2:24][CH2:25][OH:26]. (2) Given the product [Cl:17][C:14]1[CH:15]=[CH:16][C:11]([N:6]2[C:5]([C:18]3[CH:23]=[CH:22][C:21]([Cl:24])=[CH:20][C:19]=3[Cl:25])=[N:4][C:3]3[C:7]2=[N:8][CH:9]=[N:10][C:2]=3[C:31](=[O:33])[CH3:32])=[CH:12][CH:13]=1, predict the reactants needed to synthesize it. The reactants are: Cl[C:2]1[N:10]=[CH:9][N:8]=[C:7]2[C:3]=1[N:4]=[C:5]([C:18]1[CH:23]=[CH:22][C:21]([Cl:24])=[CH:20][C:19]=1[Cl:25])[N:6]2[C:11]1[CH:16]=[CH:15][C:14]([Cl:17])=[CH:13][CH:12]=1.C([Sn](CCCC)(CCCC)[C:31]([O:33]CC)=[CH2:32])CCC.O.Cl.